Dataset: Full USPTO retrosynthesis dataset with 1.9M reactions from patents (1976-2016). Task: Predict the reactants needed to synthesize the given product. Given the product [C:1]([CH2:3][CH2:4][CH2:5][CH2:6][CH:7]([CH:20]=[O:21])[CH2:8][CH2:9][C:10]1[CH:19]=[CH:18][C:13]([C:14]([O:16][CH3:17])=[O:15])=[CH:12][CH:11]=1)#[N:2], predict the reactants needed to synthesize it. The reactants are: [C:1]([CH2:3][CH2:4][CH2:5][CH2:6][CH:7]([CH2:20][OH:21])[CH2:8][CH2:9][C:10]1[CH:19]=[CH:18][C:13]([C:14]([O:16][CH3:17])=[O:15])=[CH:12][CH:11]=1)#[N:2].[Cr](Cl)([O-])(=O)=O.[NH+]1C=CC=CC=1.